Dataset: HIV replication inhibition screening data with 41,000+ compounds from the AIDS Antiviral Screen. Task: Binary Classification. Given a drug SMILES string, predict its activity (active/inactive) in a high-throughput screening assay against a specified biological target. (1) The drug is CC(=O)OCc1ccc(-c2nc(C#N)c(N)o2)o1. The result is 0 (inactive). (2) The drug is CSc1cc(-c2ccc(Cl)cc2)s[s+]1. The result is 1 (active). (3) The drug is CC1=Nc2cc(C)c(C)cc2NC(=O)C1. The result is 0 (inactive). (4) The result is 0 (inactive). The molecule is CCOP(=O)(CC(=O)c1cc2ccccc2[nH]1)OCC. (5) The compound is CC1(C)OC(=O)C(=Cc2cccc(Br)c2)C(=O)O1. The result is 0 (inactive). (6) The molecule is CC(CC=CC(C)(C)O)C1CCC2(C)C3CCC4C(C)(C)C(O)CCC45CC35CCC12C. The result is 0 (inactive).